The task is: Predict the product of the given reaction.. This data is from Forward reaction prediction with 1.9M reactions from USPTO patents (1976-2016). (1) Given the reactants [C:1]([O:5][C:6]([N:8]1[CH:17]([CH:18]([OH:22])[CH:19]([OH:21])[CH3:20])[CH2:16][NH:15][C:14]2[NH:13][C:12]([N:23]=[CH:24][N:25]([CH3:27])[CH3:26])=[N:11][C:10](=[O:28])[C:9]1=2)=[O:7])([CH3:4])([CH3:3])[CH3:2].[C:29]([N:36]1[CH2:43][CH2:42][CH2:41][C@H:37]1[C:38](O)=[O:39])([O:31][C:32]([CH3:35])([CH3:34])[CH3:33])=[O:30], predict the reaction product. The product is: [C:32]([O:31][C:29]([N:36]1[CH2:43][CH2:42][CH2:41][CH:37]1[C:38]([O:21][CH:19]([CH3:20])[CH:18]([CH:17]1[CH2:16][NH:15][C:14]2[N:13]=[C:12]([N:23]=[CH:24][N:25]([CH3:26])[CH3:27])[NH:11][C:10](=[O:28])[C:9]=2[N:8]1[C:6]([O:5][C:1]([CH3:4])([CH3:3])[CH3:2])=[O:7])[OH:22])=[O:39])=[O:30])([CH3:35])([CH3:34])[CH3:33]. (2) Given the reactants [N+:1]([C:4]1[C:5]([C:9]([OH:11])=O)=[N:6][NH:7][CH:8]=1)([O-:3])=[O:2].C(Cl)(=O)C(Cl)=O.C(N(CC)CC)C.[NH2:25][CH:26]1[CH2:31][CH2:30][N:29]([C:32]([O:34][C:35]([CH3:38])([CH3:37])[CH3:36])=[O:33])[CH2:28][CH2:27]1, predict the reaction product. The product is: [C:35]([O:34][C:32]([N:29]1[CH2:30][CH2:31][CH:26]([NH:25][C:9]([C:5]2[C:4]([N+:1]([O-:3])=[O:2])=[CH:8][NH:7][N:6]=2)=[O:11])[CH2:27][CH2:28]1)=[O:33])([CH3:38])([CH3:36])[CH3:37]. (3) Given the reactants [CH2:1]([C@@H:8]1[CH2:13][N:12]([CH2:14][C:15]2[CH:20]=[CH:19][CH:18]=[CH:17][CH:16]=2)[CH2:11][CH2:10][N:9]1[C:21]([C:23]1[N:24]=[CH:25][N:26]([C@H:34]2[CH2:39][CH2:38][CH2:37][CH2:36][C@@H:35]2[NH2:40])[C:27]=1[C:28]1[CH:33]=[CH:32][CH:31]=[CH:30][CH:29]=1)=[O:22])[C:2]1[CH:7]=[CH:6][CH:5]=[CH:4][CH:3]=1.C(N(CC)CC)C.Cl[C:49]([O:51][CH3:52])=[O:50], predict the reaction product. The product is: [CH2:1]([C@@H:8]1[CH2:13][N:12]([CH2:14][C:15]2[CH:20]=[CH:19][CH:18]=[CH:17][CH:16]=2)[CH2:11][CH2:10][N:9]1[C:21]([C:23]1[N:24]=[CH:25][N:26]([C@H:34]2[CH2:39][CH2:38][CH2:37][CH2:36][C@@H:35]2[NH:40][C:49](=[O:50])[O:51][CH3:52])[C:27]=1[C:28]1[CH:33]=[CH:32][CH:31]=[CH:30][CH:29]=1)=[O:22])[C:2]1[CH:3]=[CH:4][CH:5]=[CH:6][CH:7]=1. (4) Given the reactants [ClH:1].[N:2]1([CH:7]2[CH2:11][CH2:10][NH:9][CH2:8]2)[CH2:6][CH2:5][CH2:4][CH2:3]1.[CH2:12]([C:19]1[CH:27]=[CH:26][C:22]([C:23](O)=[O:24])=[CH:21][CH:20]=1)[C:13]1[CH:18]=[CH:17][CH:16]=[CH:15][CH:14]=1.F[P-](F)(F)(F)(F)F.N1(O[P+](N2CCCC2)(N2CCCC2)N2CCCC2)C2C=CC=CC=2N=N1, predict the reaction product. The product is: [ClH:1].[CH2:12]([C:19]1[CH:20]=[CH:21][C:22]([C:23]([N:9]2[CH2:10][CH2:11][C@H:7]([N:2]3[CH2:6][CH2:5][CH2:4][CH2:3]3)[CH2:8]2)=[O:24])=[CH:26][CH:27]=1)[C:13]1[CH:14]=[CH:15][CH:16]=[CH:17][CH:18]=1.